This data is from Full USPTO retrosynthesis dataset with 1.9M reactions from patents (1976-2016). The task is: Predict the reactants needed to synthesize the given product. (1) The reactants are: [CH2:1]([NH:3][CH:4]1[CH2:8][CH2:7][CH:6]([C:9]2[C:17]3[C:12](=[CH:13][CH:14]=[C:15]([N+:18]([O-:20])=[O:19])[CH:16]=3)[NH:11][CH:10]=2)[CH2:5]1)[CH3:2].[CH3:21][C:22]([O:25][C:26](O[C:26]([O:25][C:22]([CH3:24])([CH3:23])[CH3:21])=[O:27])=[O:27])([CH3:24])[CH3:23].C(N(CC)CC)C. Given the product [CH2:1]([N:3]([CH:4]1[CH2:8][CH2:7][CH:6]([C:9]2[C:17]3[C:12](=[CH:13][CH:14]=[C:15]([N+:18]([O-:20])=[O:19])[CH:16]=3)[NH:11][CH:10]=2)[CH2:5]1)[C:26](=[O:27])[O:25][C:22]([CH3:24])([CH3:23])[CH3:21])[CH3:2], predict the reactants needed to synthesize it. (2) Given the product [Br:1][C:2]1[N:7]=[C:6]([C:8]2[N:22]([CH2:23][C:24]3[CH:29]=[CH:28][C:27]([CH3:30])=[CH:26][C:25]=3[CH3:31])[C:20](=[O:21])[C:19]([C:17]#[N:18])=[C:10]([C:11]([F:14])([F:13])[F:12])[CH:9]=2)[CH:5]=[CH:4][CH:3]=1, predict the reactants needed to synthesize it. The reactants are: [Br:1][C:2]1[N:7]=[C:6]([C:8](=O)[CH2:9][C:10](=O)[C:11]([F:14])([F:13])[F:12])[CH:5]=[CH:4][CH:3]=1.[C:17]([CH2:19][C:20]([NH:22][CH2:23][C:24]1[CH:29]=[CH:28][C:27]([CH3:30])=[CH:26][C:25]=1[CH3:31])=[O:21])#[N:18].N#N.C1CCN2C(=NCCC2)CC1. (3) Given the product [C:1]([C:5]1[N:10]=[CH:9][C:8]([C:11]2[N:12]([C:32]([N:46]3[CH2:45][CH2:44][N:43]([CH2:42][CH2:41][CH2:40][O:39][CH3:38])[CH2:48][CH2:47]3)=[O:33])[C@@:13]([C:25]3[CH:26]=[CH:27][C:28]([Cl:31])=[CH:29][CH:30]=3)([CH3:24])[C@@:14]([C:17]3[CH:18]=[CH:19][C:20]([Cl:23])=[CH:21][CH:22]=3)([CH3:16])[N:15]=2)=[C:7]([O:35][CH2:36][CH3:37])[CH:6]=1)([CH3:2])([CH3:3])[CH3:4], predict the reactants needed to synthesize it. The reactants are: [C:1]([C:5]1[N:10]=[CH:9][C:8]([C:11]2[N:12]([C:32](Cl)=[O:33])[C@@:13]([C:25]3[CH:30]=[CH:29][C:28]([Cl:31])=[CH:27][CH:26]=3)([CH3:24])[C@@:14]([C:17]3[CH:22]=[CH:21][C:20]([Cl:23])=[CH:19][CH:18]=3)([CH3:16])[N:15]=2)=[C:7]([O:35][CH2:36][CH3:37])[CH:6]=1)([CH3:4])([CH3:3])[CH3:2].[CH3:38][O:39][CH2:40][CH2:41][CH2:42][N:43]1[CH2:48][CH2:47][NH:46][CH2:45][CH2:44]1. (4) Given the product [C:1]([O:5][C:6]([N:7]1[C@@H:8]([C:13]2[CH:18]=[CH:17][CH:16]=[CH:15][CH:14]=2)[C@@H:9]([CH:10]=[CH2:11])[O:12][C:22]1([CH3:24])[CH3:23])=[O:19])([CH3:2])([CH3:3])[CH3:4], predict the reactants needed to synthesize it. The reactants are: [C:1]([O:5][C:6](=[O:19])[NH:7][C@@H:8]([C:13]1[CH:18]=[CH:17][CH:16]=[CH:15][CH:14]=1)[C@@H:9]([OH:12])[CH:10]=[CH2:11])([CH3:4])([CH3:3])[CH3:2].CO[C:22](OC)([CH3:24])[CH3:23].C1(C)C=CC(S([O-])(=O)=O)=CC=1.[NH+]1C=CC=CC=1.N1C=CC=CC=1. (5) Given the product [C:35]([O:39][C:40]([N:42]1[CH2:47][CH2:46][N:45]([C:10]([C:7]2[CH:8]=[C:9]3[C:4]([CH:3]=[CH:2][NH:1]3)=[CH:5][CH:6]=2)=[O:12])[CH2:44][CH2:43]1)=[O:41])([CH3:38])([CH3:36])[CH3:37], predict the reactants needed to synthesize it. The reactants are: [NH:1]1[C:9]2[C:4](=[CH:5][CH:6]=[C:7]([C:10]([OH:12])=O)[CH:8]=2)[CH:3]=[CH:2]1.CCN=C=NCCCN(C)C.C1C=C2N=NN(O)C2=CC=1.O.[C:35]([O:39][C:40]([N:42]1[CH2:47][CH2:46][NH:45][CH2:44][CH2:43]1)=[O:41])([CH3:38])([CH3:37])[CH3:36]. (6) Given the product [Cl:53][C:13]1[CH:18]=[CH:17][C:16]([NH:1][C:2]2[C:7]3[N:8]([CH3:12])[C:9](=[O:11])[NH:10][C:6]=3[CH:5]=[CH:4][CH:3]=2)=[CH:15][CH:14]=1, predict the reactants needed to synthesize it. The reactants are: [NH2:1][C:2]1[C:7]2[N:8]([CH3:12])[C:9](=[O:11])[NH:10][C:6]=2[CH:5]=[CH:4][CH:3]=1.[C:13]1([C:13]2[CH:18]=[CH:17][CH:16]=[CH:15][CH:14]=2)[CH:18]=[CH:17][CH:16]=[CH:15][C:14]=1P(C1CCCCC1)C1CCCCC1.CC(C)([O-])C.[Na+].BrC1C=CC(OC)=CC=1.[Cl-:53].[NH4+]. (7) Given the product [I:9][C:10]1[CH:24]=[CH:23][C:13]([C:14]([C:16]2[CH:21]=[CH:20][C:19]([I:22])=[CH:18][CH:17]=2)=[CH:29][CH2:28][OH:27])=[CH:12][CH:11]=1, predict the reactants needed to synthesize it. The reactants are: C(Br)=C.[Mg].BrCCBr.[I:9][C:10]1[CH:24]=[CH:23][C:13]([C:14]([C:16]2[CH:21]=[CH:20][C:19]([I:22])=[CH:18][CH:17]=2)=O)=[CH:12][CH:11]=1.[Cl-].[NH4+].[O:27]1CC[CH2:29][CH2:28]1. (8) Given the product [CH3:1][C:2]1[C:3]([CH:22]([C:24]2[NH:28][C:27]3[CH:37]=[CH:38][C:39]([C:41]#[N:42])=[CH:40][C:26]=3[N:25]=2)[CH3:23])=[C:4]2[C:8](=[C:9]([CH3:11])[CH:10]=1)[NH:7][CH:6]=[CH:5]2, predict the reactants needed to synthesize it. The reactants are: [CH3:1][C:2]1[C:3]([CH:22]([C:24]2[N:28](COCC[Si](C)(C)C)[C:27]3[CH:37]=[CH:38][C:39]([C:41]#[N:42])=[CH:40][C:26]=3[N:25]=2)[CH3:23])=[C:4]2[C:8](=[C:9]([CH3:11])[CH:10]=1)[N:7](S(C1C=CC(C)=CC=1)(=O)=O)[CH:6]=[CH:5]2.CC1C(C(C2N(COCC[Si](C)(C)C)C3C=C(C#N)C=CC=3N=2)C)=C2C(=C(C)C=1)N(S(C1C=CC(C)=CC=1)(=O)=O)C=C2. (9) Given the product [CH3:1][C:2]1[CH:7]=[C:6]([CH3:8])[CH:5]=[CH:4][C:3]=1[O:9][CH2:12][CH2:11][C:10]#[N:13], predict the reactants needed to synthesize it. The reactants are: [CH3:1][C:2]1[CH:7]=[C:6]([CH3:8])[CH:5]=[CH:4][C:3]=1[OH:9].[C:10](#[N:13])[CH:11]=[CH2:12].CC([O-])(C)C.[K+].C1COCC1.ClC1C=CC=CC=1OCCC(O)=O. (10) Given the product [C:31]([N:1]1[CH2:6][CH2:5][O:4][CH:3]([CH2:7][NH:8][C:9]2[CH:14]=[CH:13][C:12]([S:15]([NH2:18])(=[O:16])=[O:17])=[CH:11][C:10]=2[N+:19]([O-:21])=[O:20])[CH2:2]1)(=[O:33])[CH3:32], predict the reactants needed to synthesize it. The reactants are: [NH:1]1[CH2:6][CH2:5][O:4][CH:3]([CH2:7][NH:8][C:9]2[CH:14]=[CH:13][C:12]([S:15]([NH2:18])(=[O:17])=[O:16])=[CH:11][C:10]=2[N+:19]([O-:21])=[O:20])[CH2:2]1.C(N(C(C)C)C(C)C)C.[C:31](OC(=O)C)(=[O:33])[CH3:32].